Task: Predict the reaction yield, written as a fraction of the theoretical maximum amount of product (1.0 means a 100% yield; for example, 0.34 means a 34% yield).. Dataset: Reaction yield outcomes from USPTO patents with 853,638 reactions The reactants are [CH3:1][O:2][C:3]1[CH:4]=[C:5]2[C:10](=[CH:11][C:12]=1[O:13][CH2:14][CH2:15][CH2:16][N:17]1[CH2:22][CH2:21][CH2:20][CH2:19][CH2:18]1)[N:9]=[CH:8][N:7](COC(=O)C(C)(C)C)[C:6]2=[O:31]. The catalyst is N.CO. The product is [CH3:1][O:2][C:3]1[CH:4]=[C:5]2[C:10](=[CH:11][C:12]=1[O:13][CH2:14][CH2:15][CH2:16][N:17]1[CH2:22][CH2:21][CH2:20][CH2:19][CH2:18]1)[N:9]=[CH:8][NH:7][C:6]2=[O:31]. The yield is 0.950.